Predict the reactants needed to synthesize the given product. From a dataset of Full USPTO retrosynthesis dataset with 1.9M reactions from patents (1976-2016). (1) The reactants are: [F:1][C:2]1[CH:3]=[C:4]2[C:8](=[CH:9][CH:10]=1)[NH:7][C:6]([CH3:11])=[CH:5]2.Cl[C:13]1[C:22]2[C:17](=[CH:18][C:19]([Cl:23])=[CH:20][CH:21]=2)[N:16]=[CH:15][CH:14]=1. Given the product [Cl:23][C:19]1[CH:18]=[C:17]2[C:22]([C:13]([C:5]3[C:4]4[C:8](=[CH:9][CH:10]=[C:2]([F:1])[CH:3]=4)[NH:7][C:6]=3[CH3:11])=[CH:14][CH:15]=[N:16]2)=[CH:21][CH:20]=1, predict the reactants needed to synthesize it. (2) Given the product [CH3:47][C:42]1[CH:41]=[CH:40][C:39]2[C:44](=[CH:45][CH:46]=[C:37]3[O:36][CH2:35][CH:34]([CH2:33][N:2]4[CH2:3][CH2:4][CH:5]([O:8][C:9]5[CH:10]=[CH:11][C:12]6[O:17][CH2:16][C:15](=[O:18])[NH:14][C:13]=6[CH:19]=5)[CH2:6][CH2:7]4)[O:48][C:38]3=2)[N:43]=1, predict the reactants needed to synthesize it. The reactants are: Cl.[NH:2]1[CH2:7][CH2:6][CH:5]([O:8][C:9]2[CH:10]=[CH:11][C:12]3[O:17][CH2:16][C:15](=[O:18])[NH:14][C:13]=3[CH:19]=2)[CH2:4][CH2:3]1.[OH-].[Na+].BrC1C=CC(S(O[CH2:33][CH:34]2[O:48][C:38]3=[C:39]4[C:44](=[CH:45][CH:46]=[C:37]3[O:36][CH2:35]2)[N:43]=[C:42]([CH3:47])[CH:41]=[CH:40]4)(=O)=O)=CC=1.CCN(C(C)C)C(C)C.C(=O)(O)[O-].[Na+].C(=O)([O-])[O-].[K+].[K+].